From a dataset of Catalyst prediction with 721,799 reactions and 888 catalyst types from USPTO. Predict which catalyst facilitates the given reaction. (1) Reactant: [Cl:1][C:2]1[C:10]2[N:9]=[C:8]3[N:11]([C:14]4[C:19]([CH3:20])=[CH:18][C:17]([Cl:21])=[CH:16][C:15]=4[Cl:22])[CH2:12][CH2:13][N:7]3[C:6]=2[C:5]([CH:23]([OH:26])[CH2:24][CH3:25])=[CH:4][CH:3]=1.N1C=CC=CC=1.[C:33](OC(=O)C)(=[O:35])[CH3:34]. The catalyst class is: 7. Product: [C:33]([O:26][CH:23]([C:5]1[C:6]2[N:7]3[CH2:13][CH2:12][N:11]([C:14]4[C:19]([CH3:20])=[CH:18][C:17]([Cl:21])=[CH:16][C:15]=4[Cl:22])[C:8]3=[N:9][C:10]=2[C:2]([Cl:1])=[CH:3][CH:4]=1)[CH2:24][CH3:25])(=[O:35])[CH3:34]. (2) Reactant: [Li+].CC([N-]C(C)C)C.[CH3:9][C:10]([CH3:22])([CH3:21])[C:11]([NH:13][C:14]1[N:19]=[C:18]([CH3:20])[CH:17]=[CH:16][N:15]=1)=[O:12].[C:23]1([C:29]2[N:30]=[C:31]3[N:35]([C:36]=2[CH:37]=O)[CH:34]=[CH:33][S:32]3)[CH:28]=[CH:27][CH:26]=[CH:25][CH:24]=1.Cl. Product: [CH3:9][C:10]([CH3:22])([CH3:21])[C:11]([NH:13][C:14]1[N:19]=[C:18](/[CH:20]=[CH:37]/[C:36]2[N:35]3[C:31]([S:32][CH:33]=[CH:34]3)=[N:30][C:29]=2[C:23]2[CH:24]=[CH:25][CH:26]=[CH:27][CH:28]=2)[CH:17]=[CH:16][N:15]=1)=[O:12]. The catalyst class is: 20. (3) Reactant: [NH2:1][C:2]1[N:3]=[C:4]([C:15]2[C:20]([O:21][CH2:22][C:23]3[CH:28]=[CH:27][CH:26]=[CH:25][CH:24]=3)=[CH:19][CH:18]=[CH:17][C:16]=2[OH:29])[CH:5]=[C:6]2[C:13]=1[CH2:12][N:11]1[CH2:14][CH:7]2[CH2:8][CH2:9][CH2:10]1.[ClH:30]. Product: [ClH:30].[NH2:1][C:2]1[N:3]=[C:4]([C:15]2[C:20]([O:21][CH2:22][C:23]3[CH:24]=[CH:25][CH:26]=[CH:27][CH:28]=3)=[CH:19][CH:18]=[CH:17][C:16]=2[OH:29])[CH:5]=[C:6]2[C:13]=1[CH2:12][N:11]1[CH2:14][CH:7]2[CH2:8][CH2:9][CH2:10]1. The catalyst class is: 12. (4) Reactant: [OH:1][C:2]1[CH:11]=[CH:10][CH:9]=[C:8]2[C:3]=1[C:4]1[CH:16]=[CH:15][C:14]([N+:17]([O-])=O)=[CH:13][C:5]=1[C:6](=[O:12])[O:7]2. Product: [NH2:17][C:14]1[CH:15]=[CH:16][C:4]2[C:3]3[C:8](=[CH:9][CH:10]=[CH:11][C:2]=3[OH:1])[O:7][C:6](=[O:12])[C:5]=2[CH:13]=1. The catalyst class is: 60.